This data is from Forward reaction prediction with 1.9M reactions from USPTO patents (1976-2016). The task is: Predict the product of the given reaction. (1) Given the reactants [CH3:1][C:2]1[N:6]=[C:5]([CH3:7])[S:4][C:3]=1/[CH:8]=[CH:9]/[C:10](N(C)C)=O.[N+:15]([C:18]1[CH:23]=[CH:22][C:21]([CH2:24][C:25]([NH:27][C:28]([NH2:30])=[NH:29])=[O:26])=[CH:20][CH:19]=1)([O-:17])=[O:16], predict the reaction product. The product is: [CH3:7][C:5]1[S:4][C:3]([C:8]2[CH:9]=[CH:10][N:30]=[C:28]([NH:27][C:25](=[O:26])[CH2:24][C:21]3[CH:22]=[CH:23][C:18]([N+:15]([O-:17])=[O:16])=[CH:19][CH:20]=3)[N:29]=2)=[C:2]([CH3:1])[N:6]=1. (2) The product is: [NH2:41][CH2:40][CH2:39][C:38]([N:19]1[CH2:20][C@H:21]([NH:24][C:25](=[O:37])[C@@H:26]([N:28]([C:30]([O:32][C:33]([CH3:36])([CH3:34])[CH3:35])=[O:31])[CH3:29])[CH3:27])[C:22](=[O:23])[N:16]([CH2:15][C:11]2[C:10]([O:47][CH3:48])=[CH:9][CH:8]=[C:7]3[C:12]=2[CH:13]=[CH:14][C:5]([C:3]([OH:4])=[O:2])=[CH:6]3)[C:17]2[CH:46]=[CH:45][CH:44]=[CH:43][C:18]1=2)=[O:42]. Given the reactants C[O:2][C:3]([C:5]1[CH:14]=[CH:13][C:12]2[C:7](=[CH:8][CH:9]=[C:10]([O:47][CH3:48])[C:11]=2[CH2:15][N:16]2[C:22](=[O:23])[C@@H:21]([NH:24][C:25](=[O:37])[C@@H:26]([N:28]([C:30]([O:32][C:33]([CH3:36])([CH3:35])[CH3:34])=[O:31])[CH3:29])[CH3:27])[CH2:20][N:19]([C:38](=[O:42])[CH2:39][CH2:40][NH2:41])[C:18]3[CH:43]=[CH:44][CH:45]=[CH:46][C:17]2=3)[CH:6]=1)=[O:4].[Li+].[OH-], predict the reaction product.